From a dataset of NCI-60 drug combinations with 297,098 pairs across 59 cell lines. Regression. Given two drug SMILES strings and cell line genomic features, predict the synergy score measuring deviation from expected non-interaction effect. (1) Drug 1: COC1=C(C=C2C(=C1)N=CN=C2NC3=CC(=C(C=C3)F)Cl)OCCCN4CCOCC4. Drug 2: CC(C)CN1C=NC2=C1C3=CC=CC=C3N=C2N. Cell line: SK-MEL-2. Synergy scores: CSS=14.2, Synergy_ZIP=-2.81, Synergy_Bliss=-0.440, Synergy_Loewe=-1.35, Synergy_HSA=-1.22. (2) Drug 1: CC12CCC(CC1=CCC3C2CCC4(C3CC=C4C5=CN=CC=C5)C)O. Drug 2: C1=NC2=C(N1)C(=S)N=C(N2)N. Cell line: SK-MEL-28. Synergy scores: CSS=7.03, Synergy_ZIP=-4.20, Synergy_Bliss=-0.712, Synergy_Loewe=-5.66, Synergy_HSA=-3.04. (3) Drug 2: CC1C(C(=O)NC(C(=O)N2CCCC2C(=O)N(CC(=O)N(C(C(=O)O1)C(C)C)C)C)C(C)C)NC(=O)C3=C4C(=C(C=C3)C)OC5=C(C(=O)C(=C(C5=N4)C(=O)NC6C(OC(=O)C(N(C(=O)CN(C(=O)C7CCCN7C(=O)C(NC6=O)C(C)C)C)C)C(C)C)C)N)C. Synergy scores: CSS=17.3, Synergy_ZIP=14.2, Synergy_Bliss=21.2, Synergy_Loewe=22.1, Synergy_HSA=22.1. Drug 1: COC1=C(C=C2C(=C1)N=CN=C2NC3=CC(=C(C=C3)F)Cl)OCCCN4CCOCC4. Cell line: SNB-19.